This data is from Full USPTO retrosynthesis dataset with 1.9M reactions from patents (1976-2016). The task is: Predict the reactants needed to synthesize the given product. (1) The reactants are: [CH3:1][C:2]([CH3:49])([CH3:48])[C@H:3]([NH:43][C:44](=[O:47])[O:45][CH3:46])[C:4](=[O:42])[N:5]1[CH2:9][CH2:8][CH2:7][C@H:6]1[C:10](=[O:41])[NH:11][C:12]1[CH:17]=[CH:16][C:15]([CH2:18][N:19]([C:35]2[CH:40]=[CH:39][CH:38]=[CH:37][CH:36]=2)[CH2:20][C:21]2[CH:26]=[CH:25][C:24]([NH:27][C:28]([C@@H:30]3[CH2:34][CH2:33][CH2:32][NH:31]3)=[O:29])=[CH:23][CH:22]=2)=[CH:14][CH:13]=1.[CH3:50][N:51]([CH3:62])[C@H:52]([C:56]1[CH:61]=[CH:60][CH:59]=[CH:58][CH:57]=1)[C:53](O)=[O:54].CN(C(ON1N=NC2C=CC=NC1=2)=[N+](C)C)C.F[P-](F)(F)(F)(F)F.CCN(C(C)C)C(C)C. Given the product [CH3:50][N:51]([CH3:62])[C@H:52]([C:56]1[CH:61]=[CH:60][CH:59]=[CH:58][CH:57]=1)[C:53]([N:31]1[CH2:32][CH2:33][CH2:34][C@H:30]1[C:28]([NH:27][C:24]1[CH:25]=[CH:26][C:21]([CH2:20][N:19]([CH2:18][C:15]2[CH:14]=[CH:13][C:12]([NH:11][C:10]([C@@H:6]3[CH2:7][CH2:8][CH2:9][N:5]3[C:4](=[O:42])[C@@H:3]([NH:43][C:44](=[O:47])[O:45][CH3:46])[C:2]([CH3:49])([CH3:48])[CH3:1])=[O:41])=[CH:17][CH:16]=2)[C:35]2[CH:36]=[CH:37][CH:38]=[CH:39][CH:40]=2)=[CH:22][CH:23]=1)=[O:29])=[O:54], predict the reactants needed to synthesize it. (2) Given the product [CH2:1]([N:4]1[C:12]2[CH:11]=[CH:10][C:9]([N:13]([CH3:23])[S:14]([C:17]3[CH:22]=[CH:21][CH:20]=[CH:19][CH:18]=3)(=[O:16])=[O:15])=[CH:8][C:7]=2[CH:6]2[CH2:24][N:25]([CH:28]3[CH2:32][CH2:31][O:33][CH2:30][CH2:29]3)[CH2:26][CH2:27][CH:5]12)[CH:2]=[CH2:3], predict the reactants needed to synthesize it. The reactants are: [CH2:1]([N:4]1[C:12]2[CH:11]=[CH:10][C:9]([N:13]([CH3:23])[S:14]([C:17]3[CH:22]=[CH:21][CH:20]=[CH:19][CH:18]=3)(=[O:16])=[O:15])=[CH:8][C:7]=2[CH:6]2[CH2:24][N:25]([CH:28]3[CH2:32][CH2:31][CH2:30][CH2:29]3)[CH2:26][CH2:27][CH:5]12)[CH:2]=[CH2:3].[O:33]1CCC(=O)CC1.C(O[BH-](OC(=O)C)OC(=O)C)(=O)C.[Na+].